From a dataset of Full USPTO retrosynthesis dataset with 1.9M reactions from patents (1976-2016). Predict the reactants needed to synthesize the given product. (1) Given the product [Cl:22][C:19]1[CH:20]=[CH:21][C:16]([NH:15][S:12]([C:8]2[C:9]3[CH2:10][CH2:11][C@H:2]([N:33]([CH3:32])[CH3:27])[CH2:3][C:4]=3[C:5]([O:23][CH3:24])=[CH:6][CH:7]=2)(=[O:14])=[O:13])=[CH:17][CH:18]=1, predict the reactants needed to synthesize it. The reactants are: N[C@H:2]1[CH2:11][CH2:10][C:9]2[C:8]([S:12]([NH:15][C:16]3[CH:21]=[CH:20][C:19]([Cl:22])=[CH:18][CH:17]=3)(=[O:14])=[O:13])=[CH:7][CH:6]=[C:5]([O:23][CH3:24])[C:4]=2[CH2:3]1.C=O.[C:27](O)(=O)C.[BH3-][C:32]#[N:33].[Na+]. (2) Given the product [Cl:1][C:2]1[C:7]([Cl:8])=[CH:6][C:5]([NH:9][CH2:10][C:11]([N:45]2[CH2:46][CH:47]([N:49]3[CH2:52][CH:51]([NH:53][C:54](=[O:57])[CH:55]=[CH2:56])[CH2:50]3)[CH2:48]2)=[O:13])=[C:4]([OH:14])[CH:3]=1, predict the reactants needed to synthesize it. The reactants are: [Cl:1][C:2]1[C:7]([Cl:8])=[CH:6][C:5]([NH:9][CH2:10][C:11]([OH:13])=O)=[C:4]([OH:14])[CH:3]=1.CCN=C=NCCCN(C)C.Cl.C1C=CC2N(O)N=NC=2C=1.CCN(CC)CC.Cl.[NH:45]1[CH2:48][CH:47]([N:49]2[CH2:52][CH:51]([NH:53][C:54](=[O:57])[CH:55]=[CH2:56])[CH2:50]2)[CH2:46]1. (3) Given the product [C:9]([C:3]1[CH:4]=[C:5]([Cl:8])[N:6]=[CH:7][C:2]=1[N:1]([S:21]([C:18]1[CH:17]=[CH:16][C:15]([N+:12]([O-:14])=[O:13])=[CH:20][CH:19]=1)(=[O:22])=[O:23])[S:21]([C:18]1[CH:19]=[CH:20][C:15]([N+:12]([O-:14])=[O:13])=[CH:16][CH:17]=1)(=[O:23])=[O:22])(=[O:11])[CH3:10], predict the reactants needed to synthesize it. The reactants are: [NH2:1][C:2]1[C:3]([C:9](=[O:11])[CH3:10])=[CH:4][C:5]([Cl:8])=[N:6][CH:7]=1.[N+:12]([C:15]1[CH:20]=[CH:19][C:18]([S:21](Cl)(=[O:23])=[O:22])=[CH:17][CH:16]=1)([O-:14])=[O:13].